From a dataset of Retrosynthesis with 50K atom-mapped reactions and 10 reaction types from USPTO. Predict the reactants needed to synthesize the given product. (1) Given the product COCCN(CC1Cc2ccccc2CN1C(=O)OC(C)(C)C)C(Cc1ccc(Cl)cc1)C(=O)OC, predict the reactants needed to synthesize it. The reactants are: COC(=O)C(Cc1ccc(Cl)cc1)NCC1Cc2ccccc2CN1C(=O)OC(C)(C)C.COCC=O. (2) Given the product COc1ccc2nccc(CCC[C@@H]3CCN(CCSc4cccc(F)c4)C[C@@H]3C(=O)O)c2c1, predict the reactants needed to synthesize it. The reactants are: COC(=O)[C@H]1CN(CCSc2cccc(F)c2)CC[C@H]1CCCc1ccnc2ccc(OC)cc12. (3) Given the product COC(=O)c1ccn(C2CCNCC2)n1, predict the reactants needed to synthesize it. The reactants are: COC(=O)c1ccn(C2CCN(C(=O)OC(C)(C)C)CC2)n1. (4) Given the product CC(C)(C)NC(=O)Nc1cccc(C2(F)CCN(CCOc3ccccc3)CC2)c1, predict the reactants needed to synthesize it. The reactants are: CC(C)(C)N=C=O.Nc1cccc(C2(F)CCN(CCOc3ccccc3)CC2)c1. (5) Given the product COc1cccc([C@@H](Oc2ccc3c(cnn3-c3ccc(F)cc3)c2)[C@H](C)NC(=O)c2nc3ccccc3s2)c1, predict the reactants needed to synthesize it. The reactants are: COc1cccc([C@@H](Oc2ccc3c(cnn3-c3ccc(F)cc3)c2)[C@H](C)N)c1.O=C(O)c1nc2ccccc2s1.